Predict the product of the given reaction. From a dataset of Forward reaction prediction with 1.9M reactions from USPTO patents (1976-2016). (1) Given the reactants [NH2:1][CH2:2][C:3]1[CH:4]=[CH:5][C:6]([Cl:27])=[C:7]([C:9]2[NH:10][C:11](=[O:26])[N:12]([C:14]3[CH:19]=[CH:18][C:17]([C:20]#[C:21][CH:22]4[CH2:24][CH2:23]4)=[CH:16][C:15]=3[F:25])[N:13]=2)[CH:8]=1.[C:28](Cl)(=[O:33])[C:29]([CH3:32])([CH3:31])[CH3:30], predict the reaction product. The product is: [Cl:27][C:6]1[CH:5]=[CH:4][C:3]([CH2:2][NH:1][C:28](=[O:33])[C:29]([CH3:32])([CH3:31])[CH3:30])=[CH:8][C:7]=1[C:9]1[NH:10][C:11](=[O:26])[N:12]([C:14]2[CH:19]=[CH:18][C:17]([C:20]#[C:21][CH:22]3[CH2:24][CH2:23]3)=[CH:16][C:15]=2[F:25])[N:13]=1. (2) The product is: [C:23]([NH:27][C:18](=[O:20])[C:17]([C:13]1[CH:12]=[C:11]([C:9]([NH:8][C:5]2[CH:6]=[CH:7][C:2]([F:1])=[C:3]([CH3:22])[CH:4]=2)=[O:10])[N:15]([CH3:16])[CH:14]=1)=[O:21])([CH3:26])([CH3:25])[CH3:24]. Given the reactants [F:1][C:2]1[CH:7]=[CH:6][C:5]([NH:8][C:9]([C:11]2[N:15]([CH3:16])[CH:14]=[C:13]([C:17](=[O:21])[C:18]([OH:20])=O)[CH:12]=2)=[O:10])=[CH:4][C:3]=1[CH3:22].[C:23]([NH2:27])([CH3:26])([CH3:25])[CH3:24].C(N(CC)C(C)C)(C)C.F[P-](F)(F)(F)(F)F.N1(OC(N(C)C)=[N+](C)C)C2N=CC=CC=2N=N1, predict the reaction product. (3) Given the reactants F[C:2]1[CH:9]=[CH:8][C:5]([C:6]#[N:7])=[CH:4][N:3]=1.[C:10]([N:13]1[C:22]2[C:17](=[CH:18][C:19]([C:23]([NH:25][CH3:26])=[O:24])=[CH:20][CH:21]=2)[CH:16]([NH2:27])[CH:15]([CH3:28])[CH:14]1[CH:29]1[CH2:31][CH2:30]1)(=[O:12])[CH3:11].CCN(C(C)C)C(C)C, predict the reaction product. The product is: [C:10]([N:13]1[C:22]2[C:17](=[CH:18][C:19]([C:23]([NH:25][CH3:26])=[O:24])=[CH:20][CH:21]=2)[CH:16]([NH:27][C:2]2[CH:9]=[CH:8][C:5]([C:6]#[N:7])=[CH:4][N:3]=2)[CH:15]([CH3:28])[CH:14]1[CH:29]1[CH2:30][CH2:31]1)(=[O:12])[CH3:11]. (4) Given the reactants Cl.Cl.[CH3:3][C:4]1[CH:17]=[C:7]2[C:8]([C@@H:12]3[CH2:14][C@H:13]3[CH2:15][NH2:16])=[CH:9][CH:10]=[CH:11][N:6]2[N:5]=1.C(N(CC)CC)C.[CH:25]1([C:28](Cl)=[O:29])[CH2:27][CH2:26]1.C(O)C, predict the reaction product. The product is: [CH3:3][C:4]1[CH:17]=[C:7]2[C:8]([C@@H:12]3[CH2:14][C@H:13]3[CH2:15][NH:16][C:28]([CH:25]3[CH2:27][CH2:26]3)=[O:29])=[CH:9][CH:10]=[CH:11][N:6]2[N:5]=1. (5) Given the reactants [N+:1]([C:4]1[CH:5]=[C:6]2[C:10](=[CH:11][CH:12]=1)[C:9](=[O:13])[NH:8][CH2:7]2)([O-])=O, predict the reaction product. The product is: [NH2:1][C:4]1[CH:5]=[C:6]2[C:10](=[CH:11][CH:12]=1)[C:9](=[O:13])[NH:8][CH2:7]2. (6) Given the reactants CC1(C)[O:7][C:6](=O)[CH:5]([CH:9]([C:19]2[CH:24]=[CH:23][CH:22]=[CH:21][CH:20]=2)[C:10]2[C:18]3[C:13](=[N:14][CH:15]=[CH:16][CH:17]=3)[NH:12][CH:11]=2)C(=O)O1.[CH3:27][NH2:28], predict the reaction product. The product is: [CH3:27][NH:28][C:6](=[O:7])[CH2:5][CH:9]([C:19]1[CH:20]=[CH:21][CH:22]=[CH:23][CH:24]=1)[C:10]1[C:18]2[C:13](=[N:14][CH:15]=[CH:16][CH:17]=2)[NH:12][CH:11]=1.